Task: Binary Classification. Given a drug SMILES string, predict its activity (active/inactive) in a high-throughput screening assay against a specified biological target.. Dataset: In vitro SARS-CoV-2 activity screen of 1,480 approved drugs from Prestwick library (1) The compound is C1CCC(C(CC2CCCCN2)C2CCCCC2)CC1.O=C(O)/C=C\C(=O)O. The result is 0 (inactive). (2) The result is 0 (inactive). The drug is CC[C@H](C)C(=O)O[C@H]1C[C@@H](C)C=C2C=C[C@H](C)[C@H](CC[C@@H]3C[C@@H](O)CC(=O)O3)[C@H]21. (3) The drug is C/C=C/c1ccc(OC)cc1. The result is 1 (active). (4) The drug is Oc1ccc(OCc2ccccc2)cc1. The result is 0 (inactive). (5) The compound is CCCNC(C)(C)C(=O)Nc1ccccc1C. The result is 0 (inactive). (6) The drug is COc1ccc(CNc2nc(N3CCC[C@H]3CO)ncc2C(=O)NCc2ncccn2)cc1Cl. The result is 0 (inactive). (7) The drug is CCCOc1cc(N)ccc1C(=O)OCCN(CC)CC.Cl. The result is 0 (inactive).